From a dataset of Rat liver microsome stability data. Regression/Classification. Given a drug SMILES string, predict its absorption, distribution, metabolism, or excretion properties. Task type varies by dataset: regression for continuous measurements (e.g., permeability, clearance, half-life) or binary classification for categorical outcomes (e.g., BBB penetration, CYP inhibition). Dataset: rlm. (1) The molecule is CC(=O)c1c(Cl)c(C(=O)NOC[C@@H](O)CO)c(Nc2ccc(I)cc2F)n1C. The result is 1 (stable in rat liver microsomes). (2) The molecule is C[C@@H]1CCCN1CCCOc1ccc(-c2ccc(O)nn2)cc1. The result is 0 (unstable in rat liver microsomes). (3) The molecule is Cc1c(Nc2c(C#N)cncc2C=Cc2cccc(CN3CCC(N(C)C)CC3)n2)ccc2[nH]ccc12. The result is 0 (unstable in rat liver microsomes). (4) The compound is Cc1ccc(S(=O)(=O)Nc2cnccc2C(=O)Nc2nc(-c3cc4ccccc4o3)cs2)cc1. The result is 1 (stable in rat liver microsomes). (5) The molecule is COc1ccc(NC(=O)c2c(C)c(C(C)=O)c(C)n2C)cc1S(=O)(=O)Nc1ccc(Br)cc1. The result is 1 (stable in rat liver microsomes). (6) The drug is CC(=O)c1cc(C(=O)NOC[C@H](O)CO)c(Nc2ccc(I)cc2F)n1C. The result is 1 (stable in rat liver microsomes). (7) The compound is COc1ncccc1-c1cc2c(ccn2CC2CCN(S(C)(=O)=O)CC2)c(N2CCOCC2)n1. The result is 1 (stable in rat liver microsomes). (8) The molecule is Cc1cn(CCN2CCN(c3ccccc3-c3cc(C#N)cc(C(=O)NCCCN4CCCC4)c3)CC2)c2ccccc12. The result is 0 (unstable in rat liver microsomes).